From a dataset of Reaction yield outcomes from USPTO patents with 853,638 reactions. Predict the reaction yield, written as a fraction of the theoretical maximum amount of product (1.0 means a 100% yield; for example, 0.34 means a 34% yield). (1) The reactants are Br[C:2]1[S:6][C:5]([C:7]2[N:12]([CH2:13][C:14]3[CH:19]=[CH:18][C:17]([F:20])=[CH:16][C:15]=3[F:21])[C:11](=[O:22])[C:10]([C:23]#[N:24])=[C:9]([C:25]([F:28])([F:27])[F:26])[CH:8]=2)=[CH:4][CH:3]=1.[CH3:29][O:30][C:31](=[O:50])[C:32]([CH3:49])([C:34]1[CH:39]=[CH:38][CH:37]=[C:36](B2OC(C)(C)C(C)(C)O2)[CH:35]=1)[CH3:33]. The catalyst is COCCOC.CCOCC.O.C1C=CC([PH+]([C]2[CH][CH][CH][CH]2)C2C=CC=CC=2)=CC=1.C1C=CC([PH+]([C]2[CH][CH][CH][CH]2)C2C=CC=CC=2)=CC=1.C(Cl)Cl.Cl[Pd]Cl.[Fe]. The product is [CH3:29][O:30][C:31](=[O:50])[C:32]([C:34]1[CH:35]=[CH:36][CH:37]=[C:38]([C:2]2[S:6][C:5]([C:7]3[N:12]([CH2:13][C:14]4[CH:19]=[CH:18][C:17]([F:20])=[CH:16][C:15]=4[F:21])[C:11](=[O:22])[C:10]([C:23]#[N:24])=[C:9]([C:25]([F:28])([F:27])[F:26])[CH:8]=3)=[CH:4][CH:3]=2)[CH:39]=1)([CH3:49])[CH3:33]. The yield is 0.450. (2) The reactants are Cl.[CH2:2]([O:9][C:10]1[CH:15]=[CH:14][N:13]([C:16]2[CH:17]=[CH:18][C:19]3[C:20]4[CH2:30][NH:29][CH2:28][CH2:27][CH2:26][C:21]=4[N:22]([CH3:25])[C:23]=3[CH:24]=2)[C:12](=[O:31])[CH:11]=1)[C:3]1[CH:8]=[CH:7][CH:6]=[CH:5][CH:4]=1.C=O.[C:34](O[BH-](OC(=O)C)OC(=O)C)(=O)C.[Na+].C([O-])(O)=O.[Na+]. The yield is 0.460. The product is [CH2:2]([O:9][C:10]1[CH:15]=[CH:14][N:13]([C:16]2[CH:17]=[CH:18][C:19]3[C:20]4[CH2:30][N:29]([CH3:34])[CH2:28][CH2:27][CH2:26][C:21]=4[N:22]([CH3:25])[C:23]=3[CH:24]=2)[C:12](=[O:31])[CH:11]=1)[C:3]1[CH:4]=[CH:5][CH:6]=[CH:7][CH:8]=1. The catalyst is CO.C(Cl)Cl. (3) The reactants are [CH2:1]([S:8][C:9]1[CH:10]=[C:11]2[C:16](=[CH:17][CH:18]=1)[C:15](Cl)=[N:14][CH:13]=[CH:12]2)[C:2]1[CH:7]=[CH:6][CH:5]=[CH:4][CH:3]=1.[CH3:20][O:21][C:22]1[CH:27]=[C:26]([C:28]([F:31])([F:30])[F:29])[CH:25]=[CH:24][C:23]=1B(O)O.P([O-])([O-])([O-])=O.[K+].[K+].[K+].O1CCCOC1. The catalyst is O. The product is [CH2:1]([S:8][C:9]1[CH:10]=[C:11]2[C:16](=[CH:17][CH:18]=1)[C:15]([C:23]1[CH:24]=[CH:25][C:26]([C:28]([F:31])([F:30])[F:29])=[CH:27][C:22]=1[O:21][CH3:20])=[N:14][CH:13]=[CH:12]2)[C:2]1[CH:7]=[CH:6][CH:5]=[CH:4][CH:3]=1. The yield is 0.970. (4) The reactants are C([O:8][C@@H:9]1[C@H:13]2[O:14][CH2:15][C@:10]1([CH2:25][O:26]C(C1C=CC=CC=1)(C1C=CC(OC)=CC=1)C1C=CC(OC)=CC=1)[O:11][C@H:12]2[N:16]1[CH:24]=[C:22]([CH3:23])[C:20](=[O:21])[NH:19][C:17]1=[O:18])C1C=CC=CC=1. The catalyst is CO.[Pd]. The product is [OH:8][C@@H:9]1[C@H:13]2[O:14][CH2:15][C@:10]1([CH2:25][OH:26])[O:11][C@H:12]2[N:16]1[CH:24]=[C:22]([CH3:23])[C:20](=[O:21])[NH:19][C:17]1=[O:18]. The yield is 0.820. (5) The reactants are [N:1]1([C:7]2[C:8]3[S:28][C:27]([CH2:29][N:30]4[CH2:35][CH2:34][N:33]([C:36]([CH3:41])([CH3:40])[C:37]([NH2:39])=[O:38])[CH2:32][CH2:31]4)=[CH:26][C:9]=3[N:10]=[C:11]([Sn](CCCC)(CCCC)CCCC)[N:12]=2)[CH2:6][CH2:5][O:4][CH2:3][CH2:2]1.C1(S([N:51]2[C:59]3[CH:58]=[CH:57][N:56]=[C:55](Br)[C:54]=3[CH:53]=[CH:52]2)(=O)=O)C=CC=CC=1. The catalyst is O1CCOCC1.C1C=CC([P]([Pd]([P](C2C=CC=CC=2)(C2C=CC=CC=2)C2C=CC=CC=2)([P](C2C=CC=CC=2)(C2C=CC=CC=2)C2C=CC=CC=2)[P](C2C=CC=CC=2)(C2C=CC=CC=2)C2C=CC=CC=2)(C2C=CC=CC=2)C2C=CC=CC=2)=CC=1.[Cu]I. The product is [CH3:40][C:36]([N:33]1[CH2:32][CH2:31][N:30]([CH2:29][C:27]2[S:28][C:8]3[C:7]([N:1]4[CH2:2][CH2:3][O:4][CH2:5][CH2:6]4)=[N:12][C:11]([C:55]4[C:54]5[CH:53]=[CH:52][NH:51][C:59]=5[CH:58]=[CH:57][N:56]=4)=[N:10][C:9]=3[CH:26]=2)[CH2:35][CH2:34]1)([CH3:41])[C:37]([NH2:39])=[O:38]. The yield is 0.240. (6) The reactants are C(=O)([O-])[O-].[Na+].[Na+].O1CCOCC1.Cl[C:14]1[N:22]=[C:21]2[C:17]([N:18]=[CH:19][N:20]2[CH2:23][CH:24]2[CH2:26][CH2:25]2)=[C:16]([N:27]2[CH2:32][CH2:31][O:30][CH2:29][CH2:28]2)[N:15]=1.[CH3:33][NH:34][C:35]1[N:40]=[CH:39][C:38](B2OC(C)(C)C(C)(C)O2)=[CH:37][N:36]=1. The catalyst is C(OCC)(=O)C.O. The product is [CH:24]1([CH2:23][N:20]2[CH:19]=[N:18][C:17]3[C:21]2=[N:22][C:14]([C:38]2[CH:37]=[N:36][C:35]([NH:34][CH3:33])=[N:40][CH:39]=2)=[N:15][C:16]=3[N:27]2[CH2:32][CH2:31][O:30][CH2:29][CH2:28]2)[CH2:26][CH2:25]1. The yield is 0.610. (7) The reactants are [CH3:1][C:2]1[N:6]2[N:7]=[C:8]([CH:11]=[O:12])[CH:9]=[CH:10][C:5]2=[N:4][C:3]=1[C:13]([F:16])([F:15])[F:14].[BH4-].[Na+]. The catalyst is CO.C(Cl)Cl. The product is [CH3:1][C:2]1[N:6]2[N:7]=[C:8]([CH2:11][OH:12])[CH:9]=[CH:10][C:5]2=[N:4][C:3]=1[C:13]([F:15])([F:14])[F:16]. The yield is 0.990. (8) The reactants are [F:1][C:2]1[C:7]([N+:8]([O-:10])=[O:9])=[CH:6][C:5]([CH2:11][C:12]([OH:14])=[O:13])=[C:4]([CH3:15])[CH:3]=1.OS(O)(=O)=O.[CH3:21][CH2:22]O. No catalyst specified. The product is [F:1][C:2]1[C:7]([N+:8]([O-:10])=[O:9])=[CH:6][C:5]([CH2:11][C:12]([O:14][CH2:21][CH3:22])=[O:13])=[C:4]([CH3:15])[CH:3]=1. The yield is 0.810. (9) The reactants are [C:1](O)(=O)[CH2:2][C:3]([OH:5])=[O:4].[CH2:8]([C:10]1[S:14][C:13](C=O)=[CH:12][CH:11]=1)[CH3:9].N1CCCCC1.Cl. The catalyst is N1C=CC=CC=1.O. The product is [CH2:8]([C:10]1[S:14][C:13](/[CH:1]=[CH:2]/[C:3]([OH:5])=[O:4])=[CH:12][CH:11]=1)[CH3:9]. The yield is 0.960. (10) The reactants are Cl[C:2]1[N:7]=[C:6]([NH:8][C:9]2[C:14]([CH3:15])=[CH:13][C:12]([CH3:16])=[CH:11][C:10]=2[CH3:17])[N:5]=[C:4]([NH:18][C:19]2[CH:26]=[CH:25][C:22]([C:23]#[N:24])=[CH:21][CH:20]=2)[N:3]=1.[NH3:27].O1CCOCC1. No catalyst specified. The product is [NH2:27][C:2]1[N:7]=[C:6]([NH:8][C:9]2[C:14]([CH3:15])=[CH:13][C:12]([CH3:16])=[CH:11][C:10]=2[CH3:17])[N:5]=[C:4]([NH:18][C:19]2[CH:26]=[CH:25][C:22]([C:23]#[N:24])=[CH:21][CH:20]=2)[N:3]=1. The yield is 0.614.